This data is from Catalyst prediction with 721,799 reactions and 888 catalyst types from USPTO. The task is: Predict which catalyst facilitates the given reaction. Reactant: [C:1]([C:4]1[CH:12]=[CH:11][C:7]([C:8]([OH:10])=O)=[C:6]([Br:13])[CH:5]=1)(=[O:3])[CH3:2].[B-](F)(F)(F)F.[CH3:19][CH2:20][O:21][C:22]([C:24](C#N)=[N:25]OC(N(C)C)=[N+](C)C)=O.N1CCOCC1.CCN(C(C)C)C(C)C. Product: [Br:13][C:6]1[CH:5]=[C:4]([C:1](=[O:3])[CH3:2])[CH:12]=[CH:11][C:7]=1[C:8]([N:25]1[CH2:19][CH2:20][O:21][CH2:22][CH2:24]1)=[O:10]. The catalyst class is: 384.